From a dataset of Full USPTO retrosynthesis dataset with 1.9M reactions from patents (1976-2016). Predict the reactants needed to synthesize the given product. (1) Given the product [CH:34]([N:1]1[CH2:6][CH2:5][O:4][CH:3]([CH2:7][NH:8][C:9]([C:11]2[C:15]3[N:16]=[CH:17][N:18]=[C:19]([C:20]4[C:28]5[O:27][CH2:26][O:25][C:24]=5[CH:23]=[CH:22][C:21]=4[O:29][CH2:30][CH:31]4[CH2:32][CH2:33]4)[C:14]=3[NH:13][CH:12]=2)=[O:10])[CH2:2]1)=[O:35], predict the reactants needed to synthesize it. The reactants are: [NH:1]1[CH2:6][CH2:5][O:4][CH:3]([CH2:7][NH:8][C:9]([C:11]2[C:15]3[N:16]=[CH:17][N:18]=[C:19]([C:20]4[C:28]5[O:27][CH2:26][O:25][C:24]=5[CH:23]=[CH:22][C:21]=4[O:29][CH2:30][CH:31]4[CH2:33][CH2:32]4)[C:14]=3[NH:13][CH:12]=2)=[O:10])[CH2:2]1.[CH:34](OC(=O)C)=[O:35]. (2) Given the product [C:34]([O:33][C@H:32]1[C@@H:22]([O:23][C:24](=[O:31])[C:25]2[CH:30]=[CH:29][CH:28]=[CH:27][CH:26]=2)[C@H:21]([N:9]2[C:10]3[C:5](=[CH:4][C:3]([O:2][CH3:1])=[C:12]([O:13][CH3:14])[CH:11]=3)[C:6](=[O:16])[NH:7][C:8]2=[O:15])[O:43][C@@H:42]1[CH2:44][O:45][C:46](=[O:53])[C:47]1[CH:48]=[CH:49][CH:50]=[CH:51][CH:52]=1)(=[O:41])[C:35]1[CH:40]=[CH:39][CH:38]=[CH:37][CH:36]=1, predict the reactants needed to synthesize it. The reactants are: [CH3:1][O:2][C:3]1[CH:4]=[C:5]2[C:10](=[CH:11][C:12]=1[O:13][CH3:14])[NH:9][C:8](=[O:15])[NH:7][C:6]2=[O:16].C(O[C@@H:21]1[O:43][C@H:42]([CH2:44][O:45][C:46](=[O:53])[C:47]2[CH:52]=[CH:51][CH:50]=[CH:49][CH:48]=2)[C@@H:32]([O:33][C:34](=[O:41])[C:35]2[CH:40]=[CH:39][CH:38]=[CH:37][CH:36]=2)[C@H:22]1[O:23][C:24](=[O:31])[C:25]1[CH:30]=[CH:29][CH:28]=[CH:27][CH:26]=1)(=O)C.C/C(/O[Si](C)(C)C)=N\[Si](C)(C)C.C(=O)(O)[O-].[Na+]. (3) Given the product [C:17]([CH2:16][O:15][C:14]1[CH:13]=[C:12]([NH:11][C:8]([C:6]2[CH:5]=[CH:4][CH:3]=[C:2]([Br:1])[N:7]=2)=[O:10])[CH:21]=[CH:20][CH:19]=1)#[N:18], predict the reactants needed to synthesize it. The reactants are: [Br:1][C:2]1[N:7]=[C:6]([C:8]([OH:10])=O)[CH:5]=[CH:4][CH:3]=1.[NH2:11][C:12]1[CH:13]=[C:14]([CH:19]=[CH:20][CH:21]=1)[O:15][CH2:16][C:17]#[N:18]. (4) Given the product [CH2:1]1[CH2:43][O:42][C:4]2=[CH:5][C:6]3[C:11]4[C:12]5[C:37](=[O:38])[NH:36][C:35](=[O:41])[C:13]=5[C:14]5[C:15]6[C:20]([N:21]([C@@H:23]7[O:31][C@H:30]([CH2:32][OH:33])[C@@H:28]([OH:29])[C@H:26]([OH:27])[C@H:24]7[OH:25])[C:22]=5[C:10]=4[NH:9][C:7]=3[CH:8]=[C:3]2[O:2]1)=[CH:19][CH:18]=[C:17]([OH:34])[CH:16]=6, predict the reactants needed to synthesize it. The reactants are: [CH2:1]1[CH2:43][O:42][C:4]2=[CH:5][C:6]3[C:11]4[C:12]5[C:37](=[O:38])[N:36](CO)[C:35](=[O:41])[C:13]=5[C:14]5[C:15]6[C:20]([N:21]([C@@H:23]7[O:31][C@H:30]([CH2:32][OH:33])[C@@H:28]([OH:29])[C@H:26]([OH:27])[C@H:24]7[OH:25])[C:22]=5[C:10]=4[NH:9][C:7]=3[CH:8]=[C:3]2[O:2]1)=[CH:19][CH:18]=[C:17]([OH:34])[CH:16]=6.[NH4+].[OH-]. (5) Given the product [CH3:27][O:28][CH:29]1[CH2:34][CH2:33][CH2:32][CH2:31][CH:30]1[N:35]1[C:17](=[O:18])[C:16]([CH2:15][C:12]2[CH:13]=[CH:14][C:9]([C:4]3[C:3]([C:1]#[N:2])=[CH:8][CH:7]=[CH:6][CH:5]=3)=[CH:10][CH:11]=2)=[C:22]([CH2:23][CH2:24][CH3:25])[N:37]2[N:38]=[C:39]([CH3:41])[N:40]=[C:36]12, predict the reactants needed to synthesize it. The reactants are: [C:1]([C:3]1[CH:8]=[CH:7][CH:6]=[CH:5][C:4]=1[C:9]1[CH:14]=[CH:13][C:12]([CH2:15][CH:16]([C:22](=O)[CH2:23][CH2:24][CH3:25])[C:17](OCC)=[O:18])=[CH:11][CH:10]=1)#[N:2].[CH3:27][O:28][CH:29]1[CH2:34][CH2:33][CH2:32][CH2:31][CH:30]1[NH:35][C:36]1[NH:40][C:39]([CH3:41])=[N:38][N:37]=1.